This data is from Aqueous solubility values for 9,982 compounds from the AqSolDB database. The task is: Regression/Classification. Given a drug SMILES string, predict its absorption, distribution, metabolism, or excretion properties. Task type varies by dataset: regression for continuous measurements (e.g., permeability, clearance, half-life) or binary classification for categorical outcomes (e.g., BBB penetration, CYP inhibition). For this dataset (solubility_aqsoldb), we predict Y. (1) The Y is -0.766 log mol/L. The drug is N.N.N.N.N.N.O.O.O.O.O.O.O.O.O.O.O.O.O.O.O.O.O.O.O.O.O.O.O.O.[Mo].[Mo].[Mo].[Mo].[Mo].[Mo].[Mo]. (2) The drug is O=C(O)Cn1c(=O)sc2cccc(Cl)c21. The Y is -2.61 log mol/L. (3) The molecule is COc1cccc(C(=O)NCO)c1. The Y is -1.29 log mol/L. (4) The compound is Cc1ccnc2c1ccc1c(C)ccnc12. The Y is -3.97 log mol/L. (5) The compound is C[C@@](C#N)(CCC(=O)[O-])N=N[C@@](C)(C#N)CCC(=O)[O-]. The Y is -2.01 log mol/L. (6) The drug is O=S(=O)([O-])c1cc(S(=O)(=O)[O-])c2cc(NS(=O)(=O)c3cccc(N=Nc4ccc(N=Nc5c(O)ccc6ccccc56)cc4)c3)ccc2c1.[K+].[Na+]. The Y is -1.21 log mol/L.